From a dataset of CYP2D6 inhibition data for predicting drug metabolism from PubChem BioAssay. Regression/Classification. Given a drug SMILES string, predict its absorption, distribution, metabolism, or excretion properties. Task type varies by dataset: regression for continuous measurements (e.g., permeability, clearance, half-life) or binary classification for categorical outcomes (e.g., BBB penetration, CYP inhibition). Dataset: cyp2d6_veith. (1) The molecule is CC(=O)Nc1ccc(C(=O)NNC(=O)CCc2ccccc2)cc1. The result is 0 (non-inhibitor). (2) The result is 0 (non-inhibitor). The molecule is Cc1nn(C)cc1C(=O)NNC(=S)Nc1ccc(F)cc1. (3) The molecule is COC(=O)CNC(=O)/C=C/c1ccc(OC)cc1. The result is 0 (non-inhibitor). (4) The compound is O=c1c(-c2cc(F)cc(F)c2)nc2cnc(N3CCNCC3)nc2n1Cc1ccc(F)cc1. The result is 0 (non-inhibitor). (5) The drug is O=C(N/N=C/c1c(Cl)cccc1Cl)c1cccc(F)c1. The result is 0 (non-inhibitor).